Predict the product of the given reaction. From a dataset of Forward reaction prediction with 1.9M reactions from USPTO patents (1976-2016). Given the reactants Br[C:2]1[CH:3]=[C:4]2[C:8](=[CH:9][CH:10]=1)[N:7]([CH2:11][CH2:12][CH2:13][CH3:14])[CH:6]=[CH:5]2.[CH3:15][O:16][C:17]1[CH:22]=[CH:21][C:20](B(O)O)=[CH:19][CH:18]=1, predict the reaction product. The product is: [CH2:11]([N:7]1[C:8]2[C:4](=[CH:3][C:2]([C:20]3[CH:21]=[CH:22][C:17]([O:16][CH3:15])=[CH:18][CH:19]=3)=[CH:10][CH:9]=2)[CH:5]=[CH:6]1)[CH2:12][CH2:13][CH3:14].